From a dataset of Reaction yield outcomes from USPTO patents with 853,638 reactions. Predict the reaction yield, written as a fraction of the theoretical maximum amount of product (1.0 means a 100% yield; for example, 0.34 means a 34% yield). (1) The yield is 0.680. The reactants are Br[CH2:2][CH2:3][S:4][C:5]1[S:6][CH:7]=[CH:8][CH:9]=1.[CH3:10][O:11][C:12]([C@H:14]1[CH2:19][CH2:18][C@H:17]([NH2:20])[CH2:16][CH2:15]1)=[O:13]. The product is [CH3:10][O:11][C:12]([C@H:14]1[CH2:19][CH2:18][C@H:17]([NH:20][CH2:2][CH2:3][S:4][C:5]2[S:6][CH:7]=[CH:8][CH:9]=2)[CH2:16][CH2:15]1)=[O:13]. The catalyst is C(#N)C. (2) The reactants are C[Si](C)(C)CCOC[N:7]1[CH:11]=[CH:10][C:9]([C:12]2[C:13]3[NH:21][N:20]=[N:19][C:14]=3[N:15]=[C:16]([NH2:18])[N:17]=2)=[N:8]1.Cl. The yield is 1.00. The catalyst is CO. The product is [NH:7]1[CH:11]=[CH:10][C:9]([C:12]2[C:13]3[NH:21][N:20]=[N:19][C:14]=3[N:15]=[C:16]([NH2:18])[N:17]=2)=[N:8]1.